This data is from Catalyst prediction with 721,799 reactions and 888 catalyst types from USPTO. The task is: Predict which catalyst facilitates the given reaction. (1) Reactant: [N-:1]=[N+:2]=[N-:3].[Na+].[NH2:5][C:6]1[N:11]=[CH:10][C:9]([OH:12])=[CH:8][CH:7]=1.[CH2:13](OC(OCC)OCC)C. Product: [N:5]1([C:6]2[N:11]=[CH:10][C:9]([OH:12])=[CH:8][CH:7]=2)[CH:13]=[N:3][N:2]=[N:1]1. The catalyst class is: 52. (2) The catalyst class is: 5. Reactant: Cl.Cl.[N:3]1[N:7]2[CH2:8][CH2:9][CH2:10][NH:11][C:6]2=[C:5]([CH2:12][CH2:13][NH2:14])[CH:4]=1.[CH:15](OCC)=[O:16].C[O-].[Na+]. Product: [N:3]1[N:7]2[CH2:8][CH2:9][CH2:10][NH:11][C:6]2=[C:5]([CH2:12][CH2:13][NH:14][CH:15]=[O:16])[CH:4]=1. (3) Reactant: [CH3:1][C:2]1[O:3][C:4]2[CH:10]=[C:9]([N+:11]([O-])=O)[CH:8]=[CH:7][C:5]=2[N:6]=1. Product: [CH3:1][C:2]1[O:3][C:4]2[CH:10]=[C:9]([NH2:11])[CH:8]=[CH:7][C:5]=2[N:6]=1. The catalyst class is: 5. (4) Reactant: [Br:1][C:2]1[CH:3]=[CH:4][C:5]([F:28])=[C:6]([C:8](=O)[CH:9]=[C:10]([C:21]2[CH:26]=[CH:25][CH:24]=[CH:23][CH:22]=2)[CH2:11][CH2:12][CH2:13][O:14]C2CCCCO2)[CH:7]=1.O.[NH2:30][NH2:31].[C:32](Cl)(=[O:34])[CH3:33]. Product: [C:32]([N:30]1[C:10]([CH2:11][CH2:12][CH2:13][OH:14])([C:21]2[CH:22]=[CH:23][CH:24]=[CH:25][CH:26]=2)[CH2:9][C:8]([C:6]2[CH:7]=[C:2]([Br:1])[CH:3]=[CH:4][C:5]=2[F:28])=[N:31]1)(=[O:34])[CH3:33]. The catalyst class is: 17. (5) Reactant: [Cl:1][C:2]1[CH:7]=[CH:6][C:5]([N:8]2[CH2:13][CH2:12][NH:11][CH2:10][C@H:9]2[CH3:14])=[CH:4][CH:3]=1.N1C(C)=CC=CC=1C.[I-].[K+].Br[CH2:26][CH2:27][CH:28]=[C:29]1[C:35]2=[CH:36][CH:37]=[CH:38][NH:39][C:34]2=[CH:33][O:32][C:31]2[CH:40]=[CH:41][C:42]([C:44]([OH:47])([CH3:46])[CH3:45])=[CH:43][C:30]1=2. Product: [Cl:1][C:2]1[CH:3]=[CH:4][C:5]([N:8]2[CH2:13][CH2:12][N:11]([CH2:26][CH2:27][CH:28]=[C:29]3[C:35]4[CH:36]=[CH:37][CH:38]=[N:39][C:34]=4[CH2:33][O:32][C:31]4[CH:40]=[CH:41][C:42]([C:44]([OH:47])([CH3:46])[CH3:45])=[CH:43][C:30]3=4)[CH2:10][C@H:9]2[CH3:14])=[CH:6][CH:7]=1. The catalyst class is: 32. (6) Reactant: [CH2:1]([O:8][C:9]1[CH:10]=[C:11]([C:16]2[N:21]=[C:20]([C:22]([O:24][CH3:25])=[O:23])[CH:19]=[CH:18][C:17]=2[OH:26])[CH:12]=[CH:13][C:14]=1[Cl:15])[C:2]1[CH:7]=[CH:6][CH:5]=[CH:4][CH:3]=1.[F:27][C:28]([F:41])([F:40])[S:29](O[S:29]([C:28]([F:41])([F:40])[F:27])(=[O:31])=[O:30])(=[O:31])=[O:30]. Product: [CH2:1]([O:8][C:9]1[CH:10]=[C:11]([C:16]2[N:21]=[C:20]([C:22]([O:24][CH3:25])=[O:23])[CH:19]=[CH:18][C:17]=2[O:26][S:29]([C:28]([F:41])([F:40])[F:27])(=[O:31])=[O:30])[CH:12]=[CH:13][C:14]=1[Cl:15])[C:2]1[CH:7]=[CH:6][CH:5]=[CH:4][CH:3]=1. The catalyst class is: 2. (7) Reactant: [I:1][C:2]1[CH:24]=[CH:23][C:5]([O:6][C:7]2[CH:8]=[C:9]([CH:13]=[C:14]([S:16][C:17]3[N:18]([CH3:22])[CH:19]=[CH:20][N:21]=3)[CH:15]=2)[C:10]([OH:12])=[O:11])=[CH:4][CH:3]=1.[C:25]([O-])([O-])=O.[K+].[K+].IC.CN(C=O)C. Product: [CH3:25][O:11][C:10](=[O:12])[C:9]1[CH:13]=[C:14]([S:16][C:17]2[N:18]([CH3:22])[CH:19]=[CH:20][N:21]=2)[CH:15]=[C:7]([O:6][C:5]2[CH:23]=[CH:24][C:2]([I:1])=[CH:3][CH:4]=2)[CH:8]=1. The catalyst class is: 28. (8) Reactant: [CH3:1][P:2](=[O:9])([O:6][CH2:7][CH3:8])[O:3][CH2:4][CH3:5].C([Li])CCC.[CH3:15][C:16]1[CH:21]=[CH:20][N:19]=[C:18]([N:22]2[CH2:27][CH2:26][CH:25]([C:28](OCC)=[O:29])[CH2:24][CH2:23]2)[CH:17]=1.C(O)(=O)C. Product: [CH2:4]([O:3][P:2]([CH2:1][C:28]([CH:25]1[CH2:26][CH2:27][N:22]([C:18]2[CH:17]=[C:16]([CH3:15])[CH:21]=[CH:20][N:19]=2)[CH2:23][CH2:24]1)=[O:29])([O:6][CH2:7][CH3:8])=[O:9])[CH3:5]. The catalyst class is: 20. (9) Reactant: [Cl:1][C:2]1[CH:7]=[CH:6][C:5]([CH:8]([NH:21][C:22]2[CH:27]=[C:26]([CH3:28])[C:25](=[O:29])[N:24]([CH3:30])[CH:23]=2)[C:9]2[C:10]([C:18]([OH:20])=O)=[N:11][N:12]([CH:15]3[CH2:17][CH2:16]3)[C:13]=2[CH3:14])=[CH:4][CH:3]=1. Product: [Cl:1][C:2]1[CH:3]=[CH:4][C:5]([CH:8]2[C:9]3[C:10](=[N:11][N:12]([CH:15]4[CH2:17][CH2:16]4)[C:13]=3[CH3:14])[C:18](=[O:20])[N:21]2[C:22]2[CH:27]=[C:26]([CH3:28])[C:25](=[O:29])[N:24]([CH3:30])[CH:23]=2)=[CH:6][CH:7]=1. The catalyst class is: 61.